Dataset: Full USPTO retrosynthesis dataset with 1.9M reactions from patents (1976-2016). Task: Predict the reactants needed to synthesize the given product. (1) The reactants are: [CH:1]1([N:7]2[CH2:13][C:12]([F:15])([F:14])[C:11](=[O:16])[N:10]([CH3:17])[C:9]3[CH:18]=[N:19][C:20]([NH:22][C:23]4[CH:31]=[CH:30][C:26]([C:27]([OH:29])=O)=[CH:25][C:24]=4[O:32][CH3:33])=[N:21][C:8]2=3)[CH2:6][CH2:5][CH2:4][CH2:3][CH2:2]1.C(N(CC)CC)C.F[P-](F)(F)(F)(F)F.CN(C(N(C)C)=[N+]1C2C(=NC=CC=2)[N+]([O-])=N1)C.[NH2:65][CH:66]1[CH2:71][CH2:70][N:69]([CH3:72])[CH2:68][CH2:67]1. Given the product [CH:1]1([N:7]2[CH2:13][C:12]([F:14])([F:15])[C:11](=[O:16])[N:10]([CH3:17])[C:9]3[CH:18]=[N:19][C:20]([NH:22][C:23]4[CH:31]=[CH:30][C:26]([C:27]([NH:65][CH:66]5[CH2:71][CH2:70][N:69]([CH3:72])[CH2:68][CH2:67]5)=[O:29])=[CH:25][C:24]=4[O:32][CH3:33])=[N:21][C:8]2=3)[CH2:2][CH2:3][CH2:4][CH2:5][CH2:6]1, predict the reactants needed to synthesize it. (2) The reactants are: Cl[C:2]1[C:7]([N+:8]([O-:10])=[O:9])=[CH:6][CH:5]=[CH:4][N:3]=1.Cl.[NH2:12][CH2:13][C:14]([O:16][CH2:17][CH3:18])=[O:15].C(N(CC)CC)C. Given the product [N+:8]([C:7]1[C:2]([NH:12][CH2:13][C:14]([O:16][CH2:17][CH3:18])=[O:15])=[N:3][CH:4]=[CH:5][CH:6]=1)([O-:10])=[O:9], predict the reactants needed to synthesize it. (3) Given the product [CH3:42][C:33]1([CH3:43])[C@@H:34]([C:36]2[O:37][C:38]([CH3:41])=[N:39][N:40]=2)[CH2:35][C@H:32]1[NH:31][C:30]([C@:14]12[CH2:26][CH2:25][C@@H:24]([C:27]([CH3:29])=[CH2:28])[C@@H:15]1[C@@H:16]1[C@@:11]([CH3:45])([CH2:12][CH2:13]2)[C@@:10]2([CH3:46])[C@@H:19]([C@:20]3([CH3:23])[C@@H:7]([CH2:8][CH2:9]2)[C:6]([CH3:47])([CH3:48])[C@@H:5]([OH:4])[CH2:22][CH2:21]3)[CH2:18][CH2:17]1)=[O:44], predict the reactants needed to synthesize it. The reactants are: C([O:4][C@H:5]1[CH2:22][CH2:21][C@@:20]2([CH3:23])[C@@H:7]([CH2:8][CH2:9][C@:10]3([CH3:46])[C@@H:19]2[CH2:18][CH2:17][C@H:16]2[C@@:11]3([CH3:45])[CH2:12][CH2:13][C@@:14]3([C:30](=[O:44])[NH:31][C@@H:32]4[CH2:35][C@H:34]([C:36]5[O:37][C:38]([CH3:41])=[N:39][N:40]=5)[C:33]4([CH3:43])[CH3:42])[CH2:26][CH2:25][C@@H:24]([C:27]([CH3:29])=[CH2:28])[C@@H:15]32)[C:6]1([CH3:48])[CH3:47])(=O)C.CO.